From a dataset of Full USPTO retrosynthesis dataset with 1.9M reactions from patents (1976-2016). Predict the reactants needed to synthesize the given product. (1) Given the product [C:1]([C:5]1[CH:10]=[CH:9][N:8]=[C:7]([N:11]([CH3:21])[C:12]2[CH:17]=[CH:16][N:15]=[C:14]([NH:30][CH2:22][CH2:23][C:24]3[CH:29]=[CH:28][CH:27]=[CH:26][CH:25]=3)[N:13]=2)[N:6]=1)([CH3:4])([CH3:3])[CH3:2], predict the reactants needed to synthesize it. The reactants are: [C:1]([C:5]1[CH:10]=[CH:9][N:8]=[C:7]([N:11]([CH3:21])[C:12]2[CH:17]=[CH:16][N:15]=[C:14](S(C)=O)[N:13]=2)[N:6]=1)([CH3:4])([CH3:3])[CH3:2].[CH2:22]([NH2:30])[CH2:23][C:24]1[CH:29]=[CH:28][CH:27]=[CH:26][CH:25]=1. (2) The reactants are: [CH2:1]1[CH:5]2[C@@H:6]3C=C[C@H]([CH:4]2C=[CH:2]1)C3.[C:11]([O:15][CH2:16][C:17]1[CH:22]=[CH:21][CH:20]=[CH:19][CH:18]=1)(=[O:14])[CH:12]=[CH2:13].C1(C=CC(O)=CC=1)O. Given the product [CH2:16]([O:15][C:11]([CH:12]1[CH2:4][CH:5]2[CH2:6][CH:13]1[CH:2]=[CH:1]2)=[O:14])[C:17]1[CH:22]=[CH:21][CH:20]=[CH:19][CH:18]=1, predict the reactants needed to synthesize it. (3) Given the product [Cl:33][C:32]1[N:18]2[CH:19]=[C:20]([C:27]3[CH:31]=[CH:30][O:29][CH:28]=3)[CH:21]=[C:22]([C:23]([F:25])([F:26])[F:24])[C:17]2=[N:16][C:15]=1[C:13]([N:4]1[CH2:5][CH:6]([C:7]2[CH:12]=[CH:11][CH:10]=[CH:9][CH:8]=2)[CH:2]([NH:1][C:43](=[O:45])[CH3:44])[CH2:3]1)=[O:14], predict the reactants needed to synthesize it. The reactants are: [NH2:1][CH:2]1[CH:6]([C:7]2[CH:12]=[CH:11][CH:10]=[CH:9][CH:8]=2)[CH2:5][N:4]([C:13]([C:15]2[N:16]=[C:17]3[C:22]([C:23]([F:26])([F:25])[F:24])=[CH:21][C:20]([C:27]4[CH:31]=[CH:30][O:29][CH:28]=4)=[CH:19][N:18]3[C:32]=2[Cl:33])=[O:14])[CH2:3]1.C(N(CC)C(C)C)(C)C.[C:43](OC(=O)C)(=[O:45])[CH3:44].